Dataset: Forward reaction prediction with 1.9M reactions from USPTO patents (1976-2016). Task: Predict the product of the given reaction. (1) Given the reactants [H-].[Na+].[C:3]([O:7][C:8]([N:10]1[CH2:15][CH2:14][CH:13]([O:16][CH2:17][C:18]2[O:22][N:21]=[C:20]([C:23]3[CH:28]=[CH:27][C:26]([S:29][CH2:30][CH2:31][OH:32])=[C:25]([F:33])[CH:24]=3)[N:19]=2)[CH2:12][CH2:11]1)=[O:9])([CH3:6])([CH3:5])[CH3:4].[CH3:34]I, predict the reaction product. The product is: [C:3]([O:7][C:8]([N:10]1[CH2:15][CH2:14][CH:13]([O:16][CH2:17][C:18]2[O:22][N:21]=[C:20]([C:23]3[CH:28]=[CH:27][C:26]([S:29][CH2:30][CH2:31][O:32][CH3:34])=[C:25]([F:33])[CH:24]=3)[N:19]=2)[CH2:12][CH2:11]1)=[O:9])([CH3:6])([CH3:4])[CH3:5]. (2) Given the reactants [CH3:1][O:2][C:3]1[CH:4]=[C:5]([CH:9]=[CH:10][C:11]=1[N+:12]([O-:14])=[O:13])[C:6](O)=[O:7].C(Cl)(=O)C([Cl:18])=O.ClCCl, predict the reaction product. The product is: [CH3:1][O:2][C:3]1[CH:4]=[C:5]([CH:9]=[CH:10][C:11]=1[N+:12]([O-:14])=[O:13])[C:6]([Cl:18])=[O:7].